This data is from Reaction yield outcomes from USPTO patents with 853,638 reactions. The task is: Predict the reaction yield, written as a fraction of the theoretical maximum amount of product (1.0 means a 100% yield; for example, 0.34 means a 34% yield). (1) The reactants are C(OC)(OC)(OC)C.[CH2:9]([O:16][C:17]1[CH:36]=[CH:35][C:20]([CH2:21][C@H:22]([NH:27][C:28](=[O:34])[O:29][C:30]([CH3:33])([CH3:32])[CH3:31])[C@H:23](O)[CH2:24][OH:25])=[CH:19][C:18]=1[F:37])[C:10]1[CH:15]=[CH:14][CH:13]=[CH:12][CH:11]=1.C(N(CC)CC)C.C(Br)(=O)C.[OH-].[K+]. The catalyst is C(Cl)Cl.CO.C1(C)C=CC(S([O-])(=O)=O)=CC=1.[NH+]1C=CC=CC=1. The product is [CH2:9]([O:16][C:17]1[CH:36]=[CH:35][C:20]([CH2:21][C@H:22]([NH:27][C:28](=[O:34])[O:29][C:30]([CH3:31])([CH3:33])[CH3:32])[C@H:23]2[CH2:24][O:25]2)=[CH:19][C:18]=1[F:37])[C:10]1[CH:11]=[CH:12][CH:13]=[CH:14][CH:15]=1. The yield is 0.720. (2) The reactants are [C:1]([O:5][C:6]([N:8]1[CH2:13][CH2:12][N:11]([C:14]2[CH:15]=[N:16][C:17]([N+:20]([O-])=O)=[CH:18][CH:19]=2)[CH2:10][CH2:9]1)=[O:7])([CH3:4])([CH3:3])[CH3:2].[H][H]. The catalyst is CO.[Ni]. The product is [C:1]([O:5][C:6]([N:8]1[CH2:13][CH2:12][N:11]([C:14]2[CH:15]=[N:16][C:17]([NH2:20])=[CH:18][CH:19]=2)[CH2:10][CH2:9]1)=[O:7])([CH3:4])([CH3:2])[CH3:3]. The yield is 0.830. (3) The reactants are [NH2:1][C:2]1[CH:11]=[CH:10][CH:9]=[C:8]2[C:3]=1[CH:4]=[CH:5][N:6]=[CH:7]2.O.O.O.O.O.O.[F:18][C:19]([F:27])([F:26])[C:20]([C:22]([F:25])([F:24])[F:23])=[O:21]. The catalyst is C1(C)C=CC(S(O)(=O)=O)=CC=1. The product is [NH2:1][C:2]1[C:11]([C:20]([OH:21])([C:22]([F:25])([F:24])[F:23])[C:19]([F:27])([F:26])[F:18])=[CH:10][CH:9]=[C:8]2[C:3]=1[CH:4]=[CH:5][N:6]=[CH:7]2. The yield is 0.300. (4) The reactants are [C:1]([O:5][C:6]([N:8]1[CH2:13][CH2:12][CH:11]([N:14]([CH:25]2[CH2:30][CH2:29][CH:28]([CH3:31])[CH2:27][CH2:26]2)[C:15]([NH:17][C:18]2[S:19][C:20]([CH:23]=O)=[CH:21][N:22]=2)=[O:16])[CH2:10][CH2:9]1)=[O:7])([CH3:4])([CH3:3])[CH3:2].Cl.[CH3:33][N:34]([CH3:44])[S:35]([N:38]1[CH2:43][CH2:42][NH:41][CH2:40][CH2:39]1)(=[O:37])=[O:36].C(N(CC)CC)C.C(O[BH-](OC(=O)C)OC(=O)C)(=O)C.[Na+]. No catalyst specified. The product is [C:1]([O:5][C:6]([N:8]1[CH2:13][CH2:12][CH:11]([N:14]([CH:25]2[CH2:30][CH2:29][CH:28]([CH3:31])[CH2:27][CH2:26]2)[C:15]([NH:17][C:18]2[S:19][C:20]([CH2:23][N:41]3[CH2:42][CH2:43][N:38]([S:35](=[O:36])(=[O:37])[N:34]([CH3:33])[CH3:44])[CH2:39][CH2:40]3)=[CH:21][N:22]=2)=[O:16])[CH2:10][CH2:9]1)=[O:7])([CH3:2])([CH3:3])[CH3:4]. The yield is 0.390. (5) The reactants are C[O:2][C:3](=[O:27])[C@@H:4]([N:9]1[CH2:13][C:12]([O:14][C:15]2[C:20]([F:21])=[CH:19][CH:18]=[C:17]([O:22][CH2:23][CH3:24])[C:16]=2[F:25])=[CH:11][C:10]1=[O:26])[CH2:5][CH:6]([CH3:8])[CH3:7].O.[OH-].[Li+]. The catalyst is O1CCCC1. The product is [CH2:23]([O:22][C:17]1[C:16]([F:25])=[C:15]([C:20]([F:21])=[CH:19][CH:18]=1)[O:14][C:12]1[CH2:13][N:9]([C@@H:4]([CH2:5][CH:6]([CH3:8])[CH3:7])[C:3]([OH:27])=[O:2])[C:10](=[O:26])[CH:11]=1)[CH3:24]. The yield is 0.960. (6) The reactants are [CH3:1][C:2]1[NH:3][C:4]2[C:9]([C:10]=1[C:11]([O:13][C:14]([CH3:17])([CH3:16])[CH3:15])=[O:12])=[CH:8][CH:7]=[CH:6][CH:5]=2.Cl[CH:19]([CH3:23])[C:20](=[O:22])[CH3:21].C(=O)([O-])[O-].[K+].[K+].[I-].[K+]. The catalyst is C(#N)C.O. The product is [CH3:1][C:2]1[N:3]([CH:19]([C:20](=[O:22])[CH3:21])[CH3:23])[C:4]2[C:9]([C:10]=1[C:11]([O:13][C:14]([CH3:17])([CH3:16])[CH3:15])=[O:12])=[CH:8][CH:7]=[CH:6][CH:5]=2. The yield is 0.230.